This data is from Forward reaction prediction with 1.9M reactions from USPTO patents (1976-2016). The task is: Predict the product of the given reaction. (1) Given the reactants [Cl-:1].[C@H:2]1([CH2:15][NH+:16]([CH3:18])[CH3:17])[C:14]2[N:6]([N:7]=[C:8]3[C:13]=2[CH:12]=[CH:11][CH:10]=[CH:9]3)[CH2:5][CH2:4][O:3]1.[Cl-].[C@@H]1(C[NH2+]C)C2N(N=C3C=2C=CC=C3)CCO1, predict the reaction product. The product is: [Cl-:1].[C@@H:2]1([CH2:15][NH+:16]([CH3:18])[CH3:17])[C:14]2[N:6]([N:7]=[C:8]3[C:13]=2[CH:12]=[CH:11][CH:10]=[CH:9]3)[CH2:5][CH2:4][O:3]1. (2) Given the reactants [Br:1]Br.[CH3:3][O:4][C:5]1[CH:10]=[CH:9][C:8]([C:11]2[C:12](=[O:21])[NH:13][C:14]3([CH2:20][CH2:19][CH2:18][CH2:17][CH2:16]3)[N:15]=2)=[CH:7][CH:6]=1, predict the reaction product. The product is: [Br:1][C:10]1[CH:9]=[C:8]([C:11]2[C:12](=[O:21])[NH:13][C:14]3([CH2:20][CH2:19][CH2:18][CH2:17][CH2:16]3)[N:15]=2)[CH:7]=[CH:6][C:5]=1[O:4][CH3:3]. (3) Given the reactants [C:1]([NH:5][C:6]1[CH:11]=[CH:10][CH:9]=[CH:8][CH:7]=1)([CH3:4])([CH3:3])[CH3:2].[CH:12](OC(=O)C)=[O:13].[OH-].[Na+], predict the reaction product. The product is: [C:1]([N:5]([C:6]1[CH:11]=[CH:10][CH:9]=[CH:8][CH:7]=1)[CH:12]=[O:13])([CH3:4])([CH3:2])[CH3:3]. (4) The product is: [ClH:23].[N:11]1([C:14]2[CH:19]=[N:18][C:17]([C:20]([NH2:21])=[O:22])=[CH:16][N:15]=2)[CH2:12][CH2:13][NH:8][CH2:9][CH2:10]1. Given the reactants C(OC([N:8]1[CH2:13][CH2:12][N:11]([C:14]2[CH:19]=[N:18][C:17]([C:20](=[O:22])[NH2:21])=[CH:16][N:15]=2)[CH2:10][CH2:9]1)=O)(C)(C)C.[ClH:23], predict the reaction product. (5) Given the reactants [NH:1]1[CH:10]2[CH:5]([CH2:6][CH2:7][CH2:8][CH2:9]2)[CH2:4][CH2:3][CH2:2]1.C=O.[CH3:13][Si:14]([C:17]#[CH:18])([CH3:16])[CH3:15], predict the reaction product. The product is: [CH3:13][Si:14]([C:17]#[CH:18])([CH3:16])[CH3:15].[NH:1]1[C@@H:10]2[C@@H:5]([CH2:6][CH2:7][CH2:8][CH2:9]2)[CH2:4][CH2:3][CH2:2]1. (6) Given the reactants Br[C:2]1[CH:3]=[C:4]2[C:9](=[CH:10][CH:11]=1)[C:8](=[O:12])[NH:7][N:6]=[C:5]2[Cl:13].[N:14]1([CH2:19][C:20]2[CH:21]=[C:22]([CH2:26][NH2:27])[CH:23]=[CH:24][CH:25]=2)[CH2:18][CH2:17][CH2:16][CH2:15]1.C1C=CC(P(C2C(C3C(P(C4C=CC=CC=4)C4C=CC=CC=4)=CC=C4C=3C=CC=C4)=C3C(C=CC=C3)=CC=2)C2C=CC=CC=2)=CC=1.CC([O-])(C)C.[Na+], predict the reaction product. The product is: [Cl:13][C:5]1[C:4]2[C:9](=[CH:10][CH:11]=[C:2]([NH:27][CH2:26][C:22]3[CH:23]=[CH:24][CH:25]=[C:20]([CH2:19][N:14]4[CH2:18][CH2:17][CH2:16][CH2:15]4)[CH:21]=3)[CH:3]=2)[C:8](=[O:12])[NH:7][N:6]=1.